Dataset: Reaction yield outcomes from USPTO patents with 853,638 reactions. Task: Predict the reaction yield, written as a fraction of the theoretical maximum amount of product (1.0 means a 100% yield; for example, 0.34 means a 34% yield). (1) The reactants are [F:1][C:2]1[CH:7]=[CH:6][C:5]([CH:8]2[C:17]([CH3:19])([CH3:18])[CH2:16][C:15]3[C:10](=[CH:11][CH:12]=[C:13]([C:20]([O:22][CH3:23])=[O:21])[CH:14]=3)[NH:9]2)=[CH:4][C:3]=1[N+:24]([O-])=O.C(N(CC)C(C)C)(C)C.[C:36](Cl)(=[O:40])[CH:37]([CH3:39])[CH3:38]. The product is [CH3:23][O:22][C:20]([C:13]1[CH:14]=[C:15]2[C:10](=[CH:11][CH:12]=1)[NH:9][CH:8]([C:5]1[CH:6]=[CH:7][C:2]([F:1])=[C:3]([NH:24][C:36](=[O:40])[CH:37]([CH3:39])[CH3:38])[CH:4]=1)[C:17]([CH3:19])([CH3:18])[CH2:16]2)=[O:21]. The yield is 0.970. The catalyst is ClCCl. (2) The reactants are [C:1]([O:4][C:5](=[O:7])[CH3:6])(=O)[CH3:2].[F:8][C:9]1[CH:14]=[C:13]([F:15])[CH:12]=[CH:11][C:10]=1[C@@:16]([OH:48])([CH2:42][N:43]1[CH:47]=[N:46][CH:45]=[N:44]1)[C@H:17]([S:19][C@@H:20]1[CH2:25][O:24][C@@H:23]([C:26]2[CH:41]=[CH:40][C:29]([C:30]([NH:32][C:33]3[CH:38]=CC(O)=[CH:35][CH:34]=3)=[O:31])=[CH:28][CH:27]=2)[O:22][CH2:21]1)[CH3:18].C(=O)([O-])O.[Na+]. The catalyst is N1C=CC=CC=1. The product is [C:5]([O:4][C:1]1[CH:35]=[CH:34][C:33]([NH:32][C:30](=[O:31])[C:29]2[CH:28]=[CH:27][C:26]([C@H:23]3[O:22][CH2:21][C@H:20]([S:19][C@H:17]([CH3:18])[C@:16]([C:10]4[CH:11]=[CH:12][C:13]([F:15])=[CH:14][C:9]=4[F:8])([OH:48])[CH2:42][N:43]4[CH:47]=[N:46][CH:45]=[N:44]4)[CH2:25][O:24]3)=[CH:41][CH:40]=2)=[CH:38][CH:2]=1)(=[O:7])[CH3:6]. The yield is 1.00. (3) The reactants are [N+:1]([C:4]1[CH:15]=[CH:14][C:7]2[O:8][CH:9]([CH2:12][OH:13])[CH2:10][O:11][C:6]=2[CH:5]=1)([O-])=O. The catalyst is CO.[Pd]. The product is [NH2:1][C:4]1[CH:15]=[CH:14][C:7]2[O:8][CH:9]([CH2:12][OH:13])[CH2:10][O:11][C:6]=2[CH:5]=1. The yield is 0.770. (4) The reactants are [Cl:1][C:2]1[CH:7]=[CH:6][C:5]([CH:8]([NH:15]C(=O)OC(C)(C)C)[CH2:9][CH2:10][NH:11][C:12]([NH2:14])=[O:13])=[CH:4][CH:3]=1. The catalyst is C(O)(C(F)(F)F)=O. The product is [NH2:15][CH:8]([C:5]1[CH:4]=[CH:3][C:2]([Cl:1])=[CH:7][CH:6]=1)[CH2:9][CH2:10][NH:11][C:12]([NH2:14])=[O:13]. The yield is 0.628. (5) The reactants are [Cl:1][C:2]1[CH:10]=[CH:9][C:5]([C:6]([OH:8])=O)=[C:4]([NH:11][C:12]2[C:17]([Cl:18])=[CH:16][N:15]=[C:14]([NH:19][C:20]3[N:24]([CH:25]([CH3:27])[CH3:26])[N:23]=[C:22]([CH3:28])[CH:21]=3)[CH:13]=2)[CH:3]=1.C1C=CC2[N:37]([OH:38])N=NC=2C=1.[CH2:39](Cl)CCl.CCN(C(C)C)C(C)C. The product is [Cl:1][C:2]1[CH:10]=[CH:9][C:5]([C:6]([NH:37][O:38][CH3:39])=[O:8])=[C:4]([NH:11][C:12]2[C:17]([Cl:18])=[CH:16][N:15]=[C:14]([NH:19][C:20]3[N:24]([CH:25]([CH3:27])[CH3:26])[N:23]=[C:22]([CH3:28])[CH:21]=3)[CH:13]=2)[CH:3]=1. The catalyst is CN(C)C=O.C(O)(=O)C.O. The yield is 0.291. (6) The reactants are [CH3:1][C:2]1([C:17]([OH:19])=O)[CH2:7][CH2:6][CH2:5][N:4]([C:8]2[CH:13]=[CH:12][C:11]([N+:14]([O-:16])=[O:15])=[CH:10][CH:9]=2)[CH2:3]1.CC[N:22](CC)CC.C(Cl)(=O)OCC(C)C.[OH-].[NH4+]. The catalyst is C1COCC1. The product is [CH3:1][C:2]1([C:17]([NH2:22])=[O:19])[CH2:7][CH2:6][CH2:5][N:4]([C:8]2[CH:13]=[CH:12][C:11]([N+:14]([O-:16])=[O:15])=[CH:10][CH:9]=2)[CH2:3]1. The yield is 0.294. (7) The reactants are C1(C)C=CC(S(CC[O:12][C:13](=[O:49])[C:14]2[CH:19]=[CH:18][C:17]([CH3:20])=[C:16]([S:21]([N:24]3[C:28]4[CH:29]=[CH:30][CH:31]=[CH:32][C:27]=4[N:26]=[C:25]3[S:33]([CH2:35][C:36]3[C:41]([CH3:42])=[C:40]([O:43][CH2:44][CH2:45][CH2:46][O:47][CH3:48])[CH:39]=[CH:38][N:37]=3)=[O:34])(=[O:23])=[O:22])[CH:15]=2)(=O)=O)=CC=1.C([O-])(O)=O.[Na+:55]. The catalyst is CC#N.O. The product is [Na+:55].[CH3:48][O:47][CH2:46][CH2:45][CH2:44][O:43][C:40]1[CH:39]=[CH:38][N:37]=[C:36]([CH2:35][S:33]([C:25]2[N:24]([S:21]([C:16]3[CH:15]=[C:14]([CH:19]=[CH:18][C:17]=3[CH3:20])[C:13]([O-:49])=[O:12])(=[O:23])=[O:22])[C:28]3[CH:29]=[CH:30][CH:31]=[CH:32][C:27]=3[N:26]=2)=[O:34])[C:41]=1[CH3:42]. The yield is 0.800. (8) The reactants are [CH3:1][CH:2]1[CH:6]([CH3:7])[C:5]2[CH:8]=[CH:9][CH:10]=[C:11]([C:12]([OH:14])=O)[C:4]=2[O:3]1.C1C=CC2N(O)N=NC=2C=1.CCN=C=NCCCN(C)C.C(N(C(C)C)CC)(C)C.[CH:45]1([NH:51][CH3:52])[CH2:50][CH2:49][CH2:48][CH2:47][CH2:46]1. The catalyst is C1COCC1. The product is [CH:45]1([N:51]([CH3:52])[C:12]([C:11]2[C:4]3[O:3][CH:2]([CH3:1])[CH:6]([CH3:7])[C:5]=3[CH:8]=[CH:9][CH:10]=2)=[O:14])[CH2:50][CH2:49][CH2:48][CH2:47][CH2:46]1. The yield is 0.930. (9) The reactants are [CH2:1]([N:3]1[C:9]2[N:10]=[CH:11][C:12]([CH2:14][CH2:15][O:16][C:17]3[CH:22]=[CH:21][C:20]([NH:23]C(=O)OC(C)(C)C)=[CH:19][C:18]=3[CH3:31])=[CH:13][C:8]=2[C:7](=[O:32])[N:6]([CH3:33])[C:5]2[CH:34]=[CH:35][CH:36]=[N:37][C:4]1=2)[CH3:2].Cl.O1CCOCC1. The product is [CH2:1]([N:3]1[C:9]2[N:10]=[CH:11][C:12]([CH2:14][CH2:15][O:16][C:17]3[CH:22]=[CH:21][C:20]([NH2:23])=[CH:19][C:18]=3[CH3:31])=[CH:13][C:8]=2[C:7](=[O:32])[N:6]([CH3:33])[C:5]2[CH:34]=[CH:35][CH:36]=[N:37][C:4]1=2)[CH3:2]. No catalyst specified. The yield is 0.920.